From a dataset of Experimentally validated miRNA-target interactions with 360,000+ pairs, plus equal number of negative samples. Binary Classification. Given a miRNA mature sequence and a target amino acid sequence, predict their likelihood of interaction. (1) The miRNA is hsa-miR-4761-5p with sequence ACAAGGUGUGCAUGCCUGACC. The protein sequence of the target gene is MPSLPQDGVIQGSSPVDLGTELPYQCTMKRKVRKKKKKGIITANVAGTKFEIVRLVIDEMGFMKTPDEDETSNLIWCDAAVQQEKITDLQNYQRINHFPGMGEICRKDFLARNMTKMIKSRPMDYTFVPRTWIFPSEYTQFQNYVKELKKKRKQKTFIVKPANGAMGHGISLIRNGDKVPSQDHLIVQEYIEKPFLMEGYKFDLRIYILVTSCDPLKIFLYHDGLVRMGTEKYIPPNESNLTQLYMHLTNYSVNKHNERFERNETEDKGSKRSIKWFTEFLQANQHDVTKFWSDISELVV.... Result: 0 (no interaction). (2) The miRNA is hsa-miR-3622a-5p with sequence CAGGCACGGGAGCUCAGGUGAG. The protein sequence of the target gene is MSMTLGYWDIRGLAHAIRLLLEYTDSSYEEKKYTMGDAPDYDRSQWLNEKFKLGLDFPNLPYLIDGAHKITQSNAILCYIARKHNLCGETEEEKIRVDILENQAMDVSNQLARVCYSPDFEKLKPEYLEELPTMMQHFSQFLGKRPWFVGDKITFVDFLAYDVLDLHRIFEPNCLDAFPNLKDFISRFEGLEKISAYMKSSRFLPKPLYTRVAVWGNK. Result: 0 (no interaction). (3) The miRNA is hsa-miR-30b-3p with sequence CUGGGAGGUGGAUGUUUACUUC. The protein sequence of the target gene is MIRAFSFPVSPERGRLRGWLEGSLAGLCELHWLRERQEYRVQQALRLAQPGMGGAEAEDEEDAEEDEDAAAARRAAAALEEQLEALPGLIWDLGQQLGDLSLESGGLDQESGRSSGFYEDPSSTGGPDSPPSTFCGDSGFSGSGSYGRLGPSDPRGIYASERPKSLGDASPSAPESVGARVAVPRSFSAPYPTAAAGAETCSSAERRARAGPFLTPSPLHAVALRSPRPSGRVPCGSPDGAASRPLDGYISALLRRRRRRGAGQPRTSPGGADGGARRQNGARPRPPEASPPPGGARPAR.... Result: 0 (no interaction). (4) The miRNA is hsa-miR-6823-3p with sequence UGAGCCUCUCCUUCCCUCCAG. The protein sequence of the target gene is MGGSGSRLSKELLAEYQDLTFLTKQEILLAHRRFCELLPQEQRSVESSLRAQVPFEQILSLPELKANPFKERICRVFSTSPAKDSLSFEDFLDLLSVFSDTATPDIKSHYAFRIFDFDDDGTLNREDLSRLVNCLTGEGEDTRLSASEMKQLIDNILEESDIDRDGTINLSEFQHVISRSPDFASSFKIVL. Result: 0 (no interaction). (5) The miRNA is hsa-miR-215-3p with sequence UCUGUCAUUUCUUUAGGCCAAUA. The protein sequence of the target gene is MLLRGVLLALQALQLAGALDLPAGSCAFEESTCGFDSVLASLPWILNEEGHYIYVDTSFGKQGEKAVLLSPDLQAEEWSCLRLVYQITTSSESLSDPSQLNLYMRFEDESFDRLLWSAKEPSDSWLIASLDLQNSSKKFKILIEGVLGQGNTASIALFEIKMTTGYCIECDFEENHLCGFVNRWNPNVNWFVGGGSIRNVHSILPQDHTFKSELGHYMYVDSVYVKHFQEVAQLISPLTTAPMAGCLSFYYQIQQGNDNVFSLYTRDVAGLYEEIWKADRPGNAAWNLAEVEFSAPYPME.... Result: 0 (no interaction). (6) The miRNA is mmu-miR-100-3p with sequence ACAAGCUUGUGUCUAUAGGUAU. The protein sequence of the target gene is MSSSDEETLSERSCRSERSCRSERSYRSERSGSLSPCPPGDTLPWNLPLHEQKKRKSQDSVLDPAERAVVRVADERDRVQKKTFTKWVNKHLMKVRKHINDLYEDLRDGHNLISLLEVLSGIKLPREKGRMRFHRLQNVQIALDFLKQRQVKLVNIRNDDITDGNPKLTLGLIWTIILHFQISDIYISGESGDMSAKEKLLLWTQKVTAGYTGIKCTNFSSCWSDGKMFNALIHRYRPDLVDMERVQIQSNRENLEQAFEVAERLGVTRLLDAEDVDVPSPDEKSVITYVSSIYDAFPKV.... Result: 0 (no interaction).